This data is from Full USPTO retrosynthesis dataset with 1.9M reactions from patents (1976-2016). The task is: Predict the reactants needed to synthesize the given product. (1) Given the product [CH:26]1([N:29]2[C:38]3[C:33](=[CH:34][CH:35]=[CH:36][CH:37]=3)[N:32]([C:12]([C:6]3[C:7]([CH3:11])=[N:8][N:9]([CH3:10])[C:5]=3[O:4][C:3]3[CH:15]=[C:16]([Cl:19])[CH:17]=[CH:18][C:2]=3[Cl:1])=[O:14])[CH2:31][CH2:30]2)[CH2:28][CH2:27]1, predict the reactants needed to synthesize it. The reactants are: [Cl:1][C:2]1[CH:18]=[CH:17][C:16]([Cl:19])=[CH:15][C:3]=1[O:4][C:5]1[N:9]([CH3:10])[N:8]=[C:7]([CH3:11])[C:6]=1[C:12]([OH:14])=O.C(Cl)(=O)C(Cl)=O.[CH:26]1([N:29]2[C:38]3[C:33](=[CH:34][CH:35]=[CH:36][CH:37]=3)[NH:32][CH2:31][CH2:30]2)[CH2:28][CH2:27]1.C(N(CC)CC)C. (2) The reactants are: [H-].[Na+].[C:3]([O:13][C:14]([CH3:17])([CH3:16])[CH3:15])(=[O:12])[CH2:4][C:5]([O:7][C:8]([CH3:11])([CH3:10])[CH3:9])=[O:6].Br[CH2:19][C:20]1[C:21](=[O:39])[N:22]([CH2:35][CH:36]2[CH2:38][CH2:37]2)[N:23]=[C:24]([C:26]2[CH:31]=[CH:30][C:29]([O:32][CH3:33])=[C:28]([F:34])[CH:27]=2)[CH:25]=1.O. Given the product [CH:36]1([CH2:35][N:22]2[C:21](=[O:39])[C:20]([CH2:19][CH:4]([C:5]([O:7][C:8]([CH3:9])([CH3:10])[CH3:11])=[O:6])[C:3]([O:13][C:14]([CH3:17])([CH3:16])[CH3:15])=[O:12])=[CH:25][C:24]([C:26]3[CH:31]=[CH:30][C:29]([O:32][CH3:33])=[C:28]([F:34])[CH:27]=3)=[N:23]2)[CH2:38][CH2:37]1, predict the reactants needed to synthesize it. (3) Given the product [CH2:13]([C@H:20]1[CH2:21][N:22]([C:26]2[CH:31]=[CH:30][C:29]([O:32][CH3:33])=[C:28]([O:34][CH:35]3[CH2:38][CH2:37][CH2:36]3)[CH:27]=2)[CH2:23][CH2:24][N:25]1[C:10](=[O:12])[CH2:9][C:6]1[N:5]=[C:4]([N+:1]([O-:3])=[O:2])[NH:8][N:7]=1)[C:14]1[CH:15]=[CH:16][CH:17]=[CH:18][CH:19]=1, predict the reactants needed to synthesize it. The reactants are: [N+:1]([C:4]1[NH:8][N:7]=[C:6]([CH2:9][C:10]([OH:12])=O)[N:5]=1)([O-:3])=[O:2].[CH2:13]([C@@H:20]1[NH:25][CH2:24][CH2:23][N:22]([C:26]2[CH:31]=[CH:30][C:29]([O:32][CH3:33])=[C:28]([O:34][CH:35]3[CH2:38][CH2:37][CH2:36]3)[CH:27]=2)[CH2:21]1)[C:14]1[CH:19]=[CH:18][CH:17]=[CH:16][CH:15]=1.